Dataset: Reaction yield outcomes from USPTO patents with 853,638 reactions. Task: Predict the reaction yield, written as a fraction of the theoretical maximum amount of product (1.0 means a 100% yield; for example, 0.34 means a 34% yield). (1) The reactants are [NH2:1][C:2]1[CH:3]=[C:4]([OH:8])[CH:5]=[CH:6][CH:7]=1.Br[CH2:10][CH2:11][CH2:12]Cl.[Na+].[CH2:15]([C:27]1C=CC=CC=1S([O-])(=O)=O)[CH2:16]CCCCCCCCCC.O.O.P([O-])(O)(O)=O.[Na+]. The catalyst is O. The product is [CH2:11]1[CH2:12][N:1]2[C:2]3[C:3]([CH2:16][CH2:15][CH2:27]2)=[C:4]([OH:8])[CH:5]=[CH:6][C:7]=3[CH2:10]1. The yield is 0.150. (2) The reactants are [NH2:1][C:2]1[C:3]([CH3:8])=[CH:4][CH:5]=[CH:6][CH:7]=1.C1(S([N:18]2[C:22]3=[N:23][CH:24]=[CH:25][CH:26]=[C:21]3[C:20]([C:27]3[CH:32]=[CH:31][N:30]=[C:29](Cl)[N:28]=3)=[CH:19]2)(=O)=O)C=CC=CC=1. No catalyst specified. The product is [NH:18]1[C:22]2=[N:23][CH:24]=[CH:25][CH:26]=[C:21]2[C:20]([C:27]2[CH:32]=[CH:31][N:30]=[C:29]([NH:1][C:2]3[CH:7]=[CH:6][CH:5]=[CH:4][C:3]=3[CH3:8])[N:28]=2)=[CH:19]1. The yield is 0.330. (3) The reactants are [Br:1][C:2]1[CH:3]=[C:4]([CH:7]=[CH:8][CH:9]=1)[CH2:5][OH:6].[H-].[Na+].[CH3:12][O:13][CH2:14]Cl. The product is [Br:1][C:2]1[CH:9]=[CH:8][CH:7]=[C:4]([CH2:5][O:6][CH2:12][O:13][CH3:14])[CH:3]=1. The yield is 0.830. The catalyst is O1CCCC1. (4) The reactants are [CH:1]1[C:14]2[C:5](=[CH:6][C:7]3[C:12]([C:13]=2[CH2:15][N:16]([CH2:25][CH3:26])[CH2:17][CH2:18][CH2:19]OS(C)(=O)=O)=[CH:11][CH:10]=[CH:9][CH:8]=3)[CH:4]=[CH:3][CH:2]=1.[CH2:27]([O:29][CH2:30][CH2:31][CH2:32][NH2:33])[CH3:28]. The catalyst is C(#N)C. The product is [CH:11]1[C:12]2[C:7](=[CH:6][C:5]3[C:14]([C:13]=2[CH2:15][N:16]([CH2:25][CH3:26])[CH2:17][CH2:18][CH2:19][NH:33][CH2:32][CH2:31][CH2:30][O:29][CH2:27][CH3:28])=[CH:1][CH:2]=[CH:3][CH:4]=3)[CH:8]=[CH:9][CH:10]=1. The yield is 0.600. (5) The reactants are [OH:1]O.[Cl:3][C:4]1[C:5]([O:19][CH2:20][C:21]([F:26])([F:25])[CH:22]([F:24])[F:23])=[N:6][CH:7]=[C:8](B2OC(C)(C)C(C)(C)O2)[CH:9]=1. The catalyst is CO. The product is [Cl:3][C:4]1[CH:9]=[C:8]([OH:1])[CH:7]=[N:6][C:5]=1[O:19][CH2:20][C:21]([F:26])([F:25])[CH:22]([F:24])[F:23]. The yield is 0.820. (6) The reactants are [CH:1]1([NH2:4])[CH2:3][CH2:2]1.[CH2:5]([NH:10][C:11]1[C:15]2[CH:16]=[C:17]([C:20]3[CH:21]=[C:22]([CH:25]=[CH:26][CH:27]=3)[CH:23]=O)[CH:18]=[CH:19][C:14]=2[O:13][N:12]=1)[C:6]([CH3:9])([CH3:8])[CH3:7].[H-].C(B)#N.[Na+].C(=O)([O-])O.[Na+]. The catalyst is C1COCC1. The product is [CH:1]1([NH:4][CH2:23][C:22]2[CH:21]=[C:20]([C:17]3[CH:18]=[CH:19][C:14]4[O:13][N:12]=[C:11]([NH:10][CH2:5][C:6]([CH3:8])([CH3:7])[CH3:9])[C:15]=4[CH:16]=3)[CH:27]=[CH:26][CH:25]=2)[CH2:3][CH2:2]1. The yield is 0.820. (7) The reactants are [CH3:1][C:2]1[CH:3]=[CH:4][C:5]([CH2:20][CH2:21][CH3:22])=[C:6]([NH:8][C:9]([NH:11]C(=O)C2C=CC=CC=2)=[S:10])[CH:7]=1.[OH-].[Na+]. The catalyst is CO. The product is [CH3:1][C:2]1[CH:3]=[CH:4][C:5]([CH2:20][CH2:21][CH3:22])=[C:6]([NH:8][C:9]([NH2:11])=[S:10])[CH:7]=1. The yield is 0.830.